Task: Predict the product of the given reaction.. Dataset: Forward reaction prediction with 1.9M reactions from USPTO patents (1976-2016) Given the reactants [F:1][C:2]1[CH:19]=[CH:18][C:5](/[CH:6]=[N:7]/[C:8]2[CH:16]=[CH:15][CH:14]=[C:13]3[C:9]=2[CH2:10][O:11][C:12]3=[O:17])=[CH:4][CH:3]=1.[CH3:20][N:21]1[C:25]([CH3:26])=[N:24][N:23]=[C:22]1[CH:27]=O.[O-:29][CH2:30][CH3:31].[Na+].C(O)C, predict the reaction product. The product is: [CH3:20][N:21]1[C:25]([CH3:26])=[N:24][N:23]=[C:22]1[CH:27]1[C:30](=[O:29])[C:31]2[C:13]([C:12]([O:11][CH2:10][CH3:9])=[O:17])=[CH:14][CH:15]=[CH:16][C:8]=2[NH:7][CH:6]1[C:5]1[CH:18]=[CH:19][C:2]([F:1])=[CH:3][CH:4]=1.